Dataset: Forward reaction prediction with 1.9M reactions from USPTO patents (1976-2016). Task: Predict the product of the given reaction. (1) Given the reactants N=C=N.C([NH:11][C@H:12]([C:14](O)=[O:15])[CH3:13])(OC(C)(C)C)=O.ON1C2C=CC=CC=2N=N1.[NH2:27][CH2:28][C:29]1[N:30]=[CH:31][C:32]([CH2:35][N:36]2[C:41]([CH3:42])=[CH:40][C:39]([O:43][CH2:44][C:45]3[CH:50]=[CH:49][C:48]([F:51])=[CH:47][C:46]=3[F:52])=[C:38]([Br:53])[C:37]2=[O:54])=[N:33][CH:34]=1.C(N(CC)C(C)C)(C)C.CN=C=O.[ClH:68], predict the reaction product. The product is: [ClH:68].[Br:53][C:38]1[C:37](=[O:54])[N:36]([CH2:35][C:32]2[N:33]=[CH:34][C:29]([CH2:28][NH:27][C:14](=[O:15])[C@H:12]([CH3:13])[NH2:11])=[N:30][CH:31]=2)[C:41]([CH3:42])=[CH:40][C:39]=1[O:43][CH2:44][C:45]1[CH:50]=[CH:49][C:48]([F:51])=[CH:47][C:46]=1[F:52]. (2) Given the reactants [C:1](Cl)(=[O:3])[CH3:2].[C:5]([O:9][C:10]([N:12]1[CH2:18][CH2:17][C:16]2[S:19][C:20]([NH2:22])=[N:21][C:15]=2[CH2:14][CH2:13]1)=[O:11])([CH3:8])([CH3:7])[CH3:6], predict the reaction product. The product is: [C:5]([O:9][C:10]([N:12]1[CH2:18][CH2:17][C:16]2[S:19][C:20]([NH:22][C:1](=[O:3])[CH3:2])=[N:21][C:15]=2[CH2:14][CH2:13]1)=[O:11])([CH3:8])([CH3:6])[CH3:7].